Dataset: Full USPTO retrosynthesis dataset with 1.9M reactions from patents (1976-2016). Task: Predict the reactants needed to synthesize the given product. (1) Given the product [C:3]([O:9][C:10]1([C:13]2[N:14]=[C:15]([CH2:18][OH:19])[O:16][CH:17]=2)[CH2:11][CH2:12]1)(=[O:8])[C:4]([CH3:7])([CH3:6])[CH3:5], predict the reactants needed to synthesize it. The reactants are: N#N.[C:3]([O:9][C:10]1([C:13]2[N:14]=[C:15]([CH2:18][O:19][Si](C(C)(C)C)(C)C)[O:16][CH:17]=2)[CH2:12][CH2:11]1)(=[O:8])[C:4]([CH3:7])([CH3:6])[CH3:5].CCCC[N+](CCCC)(CCCC)CCCC.[F-]. (2) Given the product [Cl:1][C:2]1[CH:7]=[C:6]([C:14]2[CH:15]=[CH:16][C:11]([F:10])=[CH:12][C:13]=2[O:20][CH3:21])[C:5]([F:9])=[CH:4][N:3]=1, predict the reactants needed to synthesize it. The reactants are: [Cl:1][C:2]1[CH:7]=[C:6](I)[C:5]([F:9])=[CH:4][N:3]=1.[F:10][C:11]1[CH:16]=[CH:15][C:14](B(O)O)=[C:13]([O:20][CH3:21])[CH:12]=1.C(=O)([O-])[O-].[K+].[K+]. (3) Given the product [N:15]([CH2:2][CH2:3][O:4][CH2:5][CH2:6][P:7](=[O:14])([O:11][CH2:12][CH3:13])[O:8][CH2:9][CH3:10])=[N+:16]=[N-:17], predict the reactants needed to synthesize it. The reactants are: Br[CH2:2][CH2:3][O:4][CH2:5][CH2:6][P:7](=[O:14])([O:11][CH2:12][CH3:13])[O:8][CH2:9][CH3:10].[N-:15]=[N+:16]=[N-:17].[Na+].